From a dataset of Full USPTO retrosynthesis dataset with 1.9M reactions from patents (1976-2016). Predict the reactants needed to synthesize the given product. (1) Given the product [Cl:24][C:21]1[CH:20]=[CH:19][C:18]([C@@H:7]([C:8]2[CH:17]=[CH:16][C:11]([C:12]([O:14][CH3:15])=[O:13])=[CH:10][CH:9]=2)[N:1]2[CH2:4][CH:3]([OH:5])[CH2:2]2)=[CH:23][CH:22]=1, predict the reactants needed to synthesize it. The reactants are: [NH:1]1[CH2:4][CH:3]([OH:5])[CH2:2]1.N[C@@H:7]([C:18]1[CH:23]=[CH:22][C:21]([Cl:24])=[CH:20][CH:19]=1)[C:8]1[CH:17]=[CH:16][C:11]([C:12]([O:14][CH3:15])=[O:13])=[CH:10][CH:9]=1.C(=O)([O-])O.[Na+].C(C1OC1)Br. (2) Given the product [Br:1][C:2]1[CH:7]=[CH:6][C:5]([CH:8]2[N:12]([C:13]3[CH:18]=[CH:17][CH:16]=[CH:15][C:14]=3[Cl:19])[N:11]=[C:10]([C:20]([Cl:26])=[O:21])[CH2:9]2)=[C:4]([F:23])[CH:3]=1, predict the reactants needed to synthesize it. The reactants are: [Br:1][C:2]1[CH:7]=[CH:6][C:5]([CH:8]2[N:12]([C:13]3[CH:18]=[CH:17][CH:16]=[CH:15][C:14]=3[Cl:19])[N:11]=[C:10]([C:20](O)=[O:21])[CH2:9]2)=[C:4]([F:23])[CH:3]=1.S(Cl)([Cl:26])=O. (3) Given the product [Br:8][C:6]1[N:7]=[C:2]([N:1]=[C:24]([N:26]([CH3:28])[CH3:27])[CH3:25])[C:3]([N:9]2[CH2:10][CH2:11][N:12]([C:15]([O:17][C:18]([CH3:21])([CH3:20])[CH3:19])=[O:16])[CH2:13][CH2:14]2)=[N:4][CH:5]=1, predict the reactants needed to synthesize it. The reactants are: [NH2:1][C:2]1[C:3]([N:9]2[CH2:14][CH2:13][N:12]([C:15]([O:17][C:18]([CH3:21])([CH3:20])[CH3:19])=[O:16])[CH2:11][CH2:10]2)=[N:4][CH:5]=[C:6]([Br:8])[N:7]=1.CO[C:24](OC)([N:26]([CH3:28])[CH3:27])[CH3:25]. (4) Given the product [Br:1][C:2]1[C:3]([F:22])=[CH:4][C:5]2[O:11][CH2:10][CH2:9][N:8]3[C:12]([C:18]([NH:23][CH:24]4[CH2:29][CH2:28][O:27][CH2:26][CH2:25]4)=[O:19])=[C:13]([C:15]([NH2:16])=[O:17])[N:14]=[C:7]3[C:6]=2[CH:21]=1, predict the reactants needed to synthesize it. The reactants are: [Br:1][C:2]1[C:3]([F:22])=[CH:4][C:5]2[O:11][CH2:10][CH2:9][N:8]3[C:12]([C:18](O)=[O:19])=[C:13]([C:15](=[O:17])[NH2:16])[N:14]=[C:7]3[C:6]=2[CH:21]=1.[NH2:23][CH:24]1[CH2:29][CH2:28][O:27][CH2:26][CH2:25]1. (5) Given the product [Cl:1][C:2]1[CH:15]=[CH:14][C:5]([CH2:6][S:7](/[CH:10]=[CH:11]/[C:20]2[CH:23]=[CH:24][C:17]([F:16])=[CH:18][CH:19]=2)(=[O:9])=[O:8])=[CH:4][CH:3]=1, predict the reactants needed to synthesize it. The reactants are: [Cl:1][C:2]1[CH:15]=[CH:14][C:5]([CH2:6][S:7]([CH2:10][C:11](O)=O)(=[O:9])=[O:8])=[CH:4][CH:3]=1.[F:16][C:17]1[CH:24]=[CH:23][C:20](C=O)=[CH:19][CH:18]=1. (6) Given the product [NH2:1][C:2]1[S:3][C:4]2[CH2:10][CH:9]([NH2:11])[CH2:8][CH2:7][C:5]=2[N:6]=1, predict the reactants needed to synthesize it. The reactants are: [NH2:1][C:2]1[S:3][C:4]2[CH2:10][CH:9]([N:11]3C(=O)C4=CC=CC=C4C3=O)[CH2:8][CH2:7][C:5]=2[N:6]=1.O.NN.C(N(CC)CC)C. (7) Given the product [I:1][C:2]1[C:10]2[C:5](=[CH:6][CH:7]=[CH:8][C:9]=2[N+:11]([O-:13])=[O:12])[N:4]([CH2:16][C:17]2[CH:18]=[N:19][N:20]([CH2:22][C:23]3[CH:28]=[CH:27][C:26]([O:29][CH3:30])=[CH:25][CH:24]=3)[CH:21]=2)[N:3]=1, predict the reactants needed to synthesize it. The reactants are: [I:1][C:2]1[C:10]2[C:5](=[CH:6][CH:7]=[CH:8][C:9]=2[N+:11]([O-:13])=[O:12])[NH:4][N:3]=1.Cl.Cl[CH2:16][C:17]1[CH:18]=[N:19][N:20]([CH2:22][C:23]2[CH:28]=[CH:27][C:26]([O:29][CH3:30])=[CH:25][CH:24]=2)[CH:21]=1.C([O-])([O-])=O.[K+].[K+].